This data is from Forward reaction prediction with 1.9M reactions from USPTO patents (1976-2016). The task is: Predict the product of the given reaction. (1) Given the reactants [Cl:1][C:2]1[CH:3]=[C:4]([NH:8][C:9]2[N:14]=[C:13]([C:15]([F:18])([F:17])[F:16])[C:12]([CH2:19][OH:20])=[CH:11][N:10]=2)[CH:5]=[CH:6][CH:7]=1.[Cl-].[Na+], predict the reaction product. The product is: [Cl:1][C:2]1[CH:3]=[C:4]([NH:8][C:9]2[N:14]=[C:13]([C:15]([F:17])([F:18])[F:16])[C:12]([CH:19]=[O:20])=[CH:11][N:10]=2)[CH:5]=[CH:6][CH:7]=1. (2) Given the reactants C[O:2][C:3](=O)[C:4]1[CH:9]=[C:8]([F:10])[CH:7]=[C:6]([N+:11]([O-])=O)[C:5]=1[CH2:14][N:15]=[N+]=[N-].C(O)C, predict the reaction product. The product is: [NH2:11][C:6]1[CH:7]=[C:8]([F:10])[CH:9]=[C:4]2[C:5]=1[CH2:14][NH:15][C:3]2=[O:2].